This data is from Full USPTO retrosynthesis dataset with 1.9M reactions from patents (1976-2016). The task is: Predict the reactants needed to synthesize the given product. (1) Given the product [OH:30][C:31]1[CH:32]=[CH:33][C:34]([S:48](=[O:60])(=[O:61])[NH:49][C:50]2[CH:51]=[CH:52][C:53]3[CH2:57][O:56][B:55]([OH:58])[C:54]=3[CH:59]=2)=[C:35]([NH:37][C:38](=[O:47])[CH3:39])[CH:36]=1, predict the reactants needed to synthesize it. The reactants are: NC1C=C(O)C=CC=1S(NC1C=CC2COB(O)C=2C=1)(=O)=O.C(OC(=O)C)(=O)C.[OH:30][C:31]1[CH:32]=[CH:33][C:34]([S:48](=[O:61])(=[O:60])[NH:49][C:50]2[CH:51]=[CH:52][C:53]3[CH2:57][O:56][B:55]([OH:58])[C:54]=3[CH:59]=2)=[C:35]([NH:37][C:38](=[O:47])[CH2:39]OC2C=CC=CC=2)[CH:36]=1. (2) Given the product [Br:1][C:2]1[CH:3]=[C:4]2[C:11](=[CH:12][CH:13]=1)[O:10][CH2:9][C:6]1([CH2:8][CH2:7]1)[C:5]2=[N:21][S:19]([C:16]([CH3:18])([CH3:17])[CH3:15])=[O:20], predict the reactants needed to synthesize it. The reactants are: [Br:1][C:2]1[CH:3]=[C:4]2[C:11](=[CH:12][CH:13]=1)[O:10][CH2:9][C:6]1([CH2:8][CH2:7]1)[C:5]2=O.[CH3:15][C:16]([S:19]([NH2:21])=[O:20])([CH3:18])[CH3:17].O. (3) Given the product [Br:40][C:41]1[CH:42]=[C:43]([N:48]2[C:52](=[O:53])[O:51][N:50]=[C:49]2[C:54]2[C:55]([NH:59][CH2:5][CH2:4][CH2:3][O:2][CH3:1])=[N:56][O:57][N:58]=2)[CH:44]=[CH:45][C:46]=1[F:47], predict the reactants needed to synthesize it. The reactants are: [CH3:1][O:2][CH2:3][CH2:4][CH2:5]O.C1(P(C2C=CC=CC=2)C2C=CC=CC=2)C=CC=CC=1.N(C(OC(C)C)=O)=NC(OC(C)C)=O.[Br:40][C:41]1[CH:42]=[C:43]([N:48]2[C:52](=[O:53])[O:51][N:50]=[C:49]2[C:54]2[C:55]([NH:59]C(=O)C(F)(F)F)=[N:56][O:57][N:58]=2)[CH:44]=[CH:45][C:46]=1[F:47]. (4) Given the product [Cl:26][C:23]1[CH:22]=[CH:21][C:20]([CH:8]([C:5]2[CH:6]=[CH:7][C:2]([Cl:1])=[CH:3][CH:4]=2)[C:9]2[CH:10]=[C:11]3[C:16](=[CH:17][CH:18]=2)[N:15]=[CH:14][N:13]=[C:12]3[NH:28][CH:29]2[CH2:30][CH2:31][N:32]([C:35](=[O:41])[CH2:36][C:37]([F:38])([F:39])[F:40])[CH2:33][CH2:34]2)=[CH:25][CH:24]=1, predict the reactants needed to synthesize it. The reactants are: [Cl:1][C:2]1[CH:7]=[CH:6][C:5]([CH:8]([C:20]2[CH:25]=[CH:24][C:23]([Cl:26])=[CH:22][CH:21]=2)[C:9]2[CH:10]=[C:11]3[C:16](=[CH:17][CH:18]=2)[N:15]=[CH:14][N:13]=[C:12]3Cl)=[CH:4][CH:3]=1.Cl.[NH2:28][CH:29]1[CH2:34][CH2:33][N:32]([C:35](=[O:41])[CH2:36][C:37]([F:40])([F:39])[F:38])[CH2:31][CH2:30]1. (5) Given the product [ClH:25].[C:1]([O:4][C:5]1[S:13][C:12]2[CH2:11][CH2:10][N:9]([C@@H:14]([C:19]3[CH:24]=[CH:23][CH:22]=[CH:21][C:20]=3[Cl:25])[C:15]([O:17][CH3:18])=[O:16])[CH2:8][C:7]=2[CH:6]=1)(=[O:3])[CH3:2], predict the reactants needed to synthesize it. The reactants are: [C:1]([O:4][C:5]1[S:13][C:12]2[CH2:11][CH2:10][N:9]([C@@H:14]([C:19]3[CH:24]=[CH:23][CH:22]=[CH:21][C:20]=3[Cl:25])[C:15]([O:17][CH3:18])=[O:16])[CH2:8][C:7]=2[CH:6]=1)(=[O:3])[CH3:2].Cl.